This data is from Forward reaction prediction with 1.9M reactions from USPTO patents (1976-2016). The task is: Predict the product of the given reaction. (1) Given the reactants [C:1]([O:4][C:5]1[CH:10]=[CH:9][C:8]([C:11](=[O:31])[NH:12][C@H:13]([C:24]2[C:29]([F:30])=[CH:28][CH:27]=[CH:26][N:25]=2)[C:14]2[CH:19]=[CH:18][C:17]([C:20]([F:23])([F:22])[F:21])=[CH:16][CH:15]=2)=[CH:7][C:6]=1[N+:32]([O-])=O)(=[O:3])[CH3:2], predict the reaction product. The product is: [C:1]([O:4][C:5]1[CH:10]=[CH:9][C:8]([C:11](=[O:31])[NH:12][C@H:13]([C:24]2[C:29]([F:30])=[CH:28][CH:27]=[CH:26][N:25]=2)[C:14]2[CH:19]=[CH:18][C:17]([C:20]([F:22])([F:21])[F:23])=[CH:16][CH:15]=2)=[CH:7][C:6]=1[NH2:32])(=[O:3])[CH3:2]. (2) Given the reactants [F:1][C:2]1[CH:7]=[CH:6][CH:5]=[CH:4][N:3]=1.[CH3:8][C:9]1[CH:14]=[CH:13][C:12]([S:15]([O:18]C)(=[O:17])=[O:16])=[CH:11][CH:10]=1, predict the reaction product. The product is: [CH3:8][C:9]1[CH:10]=[CH:11][C:12]([S:15]([O-:18])(=[O:17])=[O:16])=[CH:13][CH:14]=1.[F:1][C:2]1[CH:7]=[CH:6][CH:5]=[CH:4][N+:3]=1[CH3:8]. (3) Given the reactants [C:1]([O:5][C:6]([N:8]1[CH2:16][C:15]2[C:10](=[CH:11][C:12]([C:18]([F:21])([F:20])[F:19])=[C:13](I)[CH:14]=2)[CH2:9]1)=[O:7])([CH3:4])([CH3:3])[CH3:2].[C:22]1([As](C2C=CC=CC=2)C2C=CC=CC=2)C=CC=C[CH:23]=1.C([Sn](CCCC)(CCCC)CCCC)=C, predict the reaction product. The product is: [C:1]([O:5][C:6]([N:8]1[CH2:9][C:10]2[C:15](=[CH:14][C:13]([CH:22]=[CH2:23])=[C:12]([C:18]([F:21])([F:20])[F:19])[CH:11]=2)[CH2:16]1)=[O:7])([CH3:4])([CH3:3])[CH3:2]. (4) Given the reactants [S:1]1[C:5]2[CH:6]=[CH:7][CH:8]=[CH:9][C:4]=2[N:3]=[C:2]1[NH:10][C:11]([C:13]1[CH:14]=[CH:15][CH:16]=[C:17]2[C:22]=1[CH2:21][N:20]([C:23]1[N:28]=[C:27]([C:29]([OH:31])=[O:30])[C:26]([CH2:32][CH2:33][CH2:34][O:35][C:36]3[CH:41]=[CH:40][CH:39]=[C:38](N4CCN(C)CC4)[CH:37]=3)=[CH:25][CH:24]=1)[CH2:19][CH2:18]2)=[O:12].[CH3:49][N:50]([CH3:67])[CH2:51][CH2:52][O:53][C:54]1[CH:55]=[N:56][C:57](C2C=CC(O)=CC=2)=[N:58][CH:59]=1, predict the reaction product. The product is: [S:1]1[C:5]2[CH:6]=[CH:7][CH:8]=[CH:9][C:4]=2[N:3]=[C:2]1[NH:10][C:11]([C:13]1[CH:14]=[CH:15][CH:16]=[C:17]2[C:22]=1[CH2:21][N:20]([C:23]1[N:28]=[C:27]([C:29]([OH:31])=[O:30])[C:26]([CH2:32][CH2:33][CH2:34][O:35][C:36]3[CH:37]=[CH:38][C:39]([C:57]4[N:56]=[CH:55][C:54]([O:53][CH2:52][CH2:51][N:50]([CH3:67])[CH3:49])=[CH:59][N:58]=4)=[CH:40][CH:41]=3)=[CH:25][CH:24]=1)[CH2:19][CH2:18]2)=[O:12]. (5) Given the reactants Br[C:2]1[CH:3]=[C:4]([CH:8]2[C:13]([CH3:15])([CH3:14])[O:12][C:11]([NH:16][C@H:17]([C:28]3[CH:33]=[CH:32][CH:31]=[CH:30][CH:29]=3)[CH2:18][CH2:19][O:20][Si](C(C)(C)C)(C)C)=[N:10][S:9]2(=[O:35])=[O:34])[CH:5]=[CH:6][CH:7]=1.[N:36]1[CH:41]=[C:40](B(O)O)[CH:39]=[N:38][CH:37]=1.P([O-])([O-])([O-])=O.[K+].[K+].[K+].O, predict the reaction product. The product is: [CH3:14][C:13]1([CH3:15])[O:12][C:11]([NH:16][C@H:17]([C:28]2[CH:29]=[CH:30][CH:31]=[CH:32][CH:33]=2)[CH2:18][CH2:19][OH:20])=[N:10][S:9](=[O:34])(=[O:35])[CH:8]1[C:4]1[CH:5]=[CH:6][CH:7]=[C:2]([C:40]2[CH:41]=[N:36][CH:37]=[N:38][CH:39]=2)[CH:3]=1.